This data is from Forward reaction prediction with 1.9M reactions from USPTO patents (1976-2016). The task is: Predict the product of the given reaction. (1) Given the reactants [CH3:1][O:2][CH2:3][CH:4]1C[CH2:8][CH2:7][CH2:6][N:5]1[C:10]1[N:15]=[CH:14][N:13]=[C:12]([NH:16][C:17]2[CH:18]=[C:19]([CH2:23][S:24]([NH2:27])(=[O:26])=[O:25])[CH:20]=[CH:21][CH:22]=2)[N:11]=1.ClC1N=CN=C(NC2C=C(CS(N)(=O)=[O:44])C=CC=2)N=1.Cl.COC(=O)[C@@H]1CCCN1, predict the reaction product. The product is: [S:24]([CH2:23][C:19]1[CH:18]=[C:17]([NH:16][C:12]2[N:13]=[CH:14][N:15]=[C:10]([N:5]3[CH2:6][CH2:7][CH2:8][C@H:4]3[C:3]([O:2][CH3:1])=[O:44])[N:11]=2)[CH:22]=[CH:21][CH:20]=1)(=[O:26])(=[O:25])[NH2:27]. (2) Given the reactants [CH3:1][NH:2][C:3]1[C:4]2[N:19]=[C:18]([NH:20][CH2:21][CH2:22][CH3:23])[N:17]=[C:16]([NH:24][CH3:25])[C:5]=2[N:6]=[C:7]([N:9]([CH2:13][CH2:14][OH:15])[CH2:10][CH2:11][OH:12])[N:8]=1.Cl.C(OCC)C.Cl.[Cl:33]C1N=C(NCCC)C2N=C(NC)N=C(NCCC)C=2N=1, predict the reaction product. The product is: [ClH:33].[CH3:1][NH:2][C:3]1[C:4]2[N:19]=[C:18]([NH:20][CH2:21][CH2:22][CH3:23])[N:17]=[C:16]([NH:24][CH3:25])[C:5]=2[N:6]=[C:7]([N:9]([CH2:13][CH2:14][OH:15])[CH2:10][CH2:11][OH:12])[N:8]=1.